From a dataset of Forward reaction prediction with 1.9M reactions from USPTO patents (1976-2016). Predict the product of the given reaction. (1) Given the reactants [CH:1]1([S:4]([C:7]2[CH:12]=[CH:11][C:10]([CH:13]([C:21]3[NH:25][C:24]([C:26]4[N:31]=[CH:30][C:29]([CH2:32]O)=[CH:28][CH:27]=4)=[CH:23][CH:22]=3)[CH2:14][CH:15]3[CH2:20][CH2:19][O:18][CH2:17][CH2:16]3)=[CH:9][CH:8]=2)(=[O:6])=[O:5])[CH2:3][CH2:2]1.CC(C)(O)[C:36]#[N:37].C(P(CCCC)CCCC)CCC.N(C(N1CCCCC1)=O)=NC(N1CCCCC1)=O, predict the reaction product. The product is: [CH:1]1([S:4]([C:7]2[CH:8]=[CH:9][C:10]([CH:13]([C:21]3[NH:25][C:24]([C:26]4[N:31]=[CH:30][C:29]([CH2:32][C:36]#[N:37])=[CH:28][CH:27]=4)=[CH:23][CH:22]=3)[CH2:14][CH:15]3[CH2:16][CH2:17][O:18][CH2:19][CH2:20]3)=[CH:11][CH:12]=2)(=[O:6])=[O:5])[CH2:3][CH2:2]1. (2) Given the reactants [CH:1]([NH2:4])([CH3:3])[CH3:2].C[Al](C)C.C[O:10][C:11]([C:13]1[S:17][C:16](/[CH:18]=[CH:19]/[C:20]2[C:21]([C:26]3[CH:31]=[CH:30][CH:29]=[CH:28][CH:27]=3)=[N:22][O:23][C:24]=2[CH3:25])=[N:15][C:14]=1[CH3:32])=O, predict the reaction product. The product is: [CH:1]([NH:4][C:11]([C:13]1[S:17][C:16](/[CH:18]=[CH:19]/[C:20]2[C:21]([C:26]3[CH:31]=[CH:30][CH:29]=[CH:28][CH:27]=3)=[N:22][O:23][C:24]=2[CH3:25])=[N:15][C:14]=1[CH3:32])=[O:10])([CH3:3])[CH3:2]. (3) Given the reactants [Cl:1][C:2]1[CH:3]=[N:4][C:5]2[N:6]([N:8]=[C:9]([C:11]([OH:13])=O)[CH:10]=2)[CH:7]=1.[CH3:14][CH:15]1[C:24]2[C:19](=[C:20]([N:25]3[CH2:30][CH2:29][O:28][CH2:27][CH2:26]3)[CH:21]=[CH:22][CH:23]=2)[CH2:18][CH2:17][NH:16]1, predict the reaction product. The product is: [Cl:1][C:2]1[CH:3]=[N:4][C:5]2[N:6]([N:8]=[C:9]([C:11]([N:16]3[CH2:17][CH2:18][C:19]4[C:24](=[CH:23][CH:22]=[CH:21][C:20]=4[N:25]4[CH2:30][CH2:29][O:28][CH2:27][CH2:26]4)[CH:15]3[CH3:14])=[O:13])[CH:10]=2)[CH:7]=1. (4) Given the reactants C(O[CH:4]=[CH:5][C:6](=O)[C:7]([F:10])([F:9])[F:8])C.[CH3:12][S:13][CH2:14][CH:15]=[CH:16][N:17]1CCCC1.C([O-])(=O)C.[NH4+], predict the reaction product. The product is: [CH3:12][S:13][CH2:14][C:15]1[CH:4]=[CH:5][C:6]([C:7]([F:8])([F:9])[F:10])=[N:17][CH:16]=1.